This data is from NCI-60 drug combinations with 297,098 pairs across 59 cell lines. The task is: Regression. Given two drug SMILES strings and cell line genomic features, predict the synergy score measuring deviation from expected non-interaction effect. (1) Drug 1: C1CCN(CC1)CCOC2=CC=C(C=C2)C(=O)C3=C(SC4=C3C=CC(=C4)O)C5=CC=C(C=C5)O. Drug 2: C1=CN(C(=O)N=C1N)C2C(C(C(O2)CO)O)O.Cl. Cell line: SN12C. Synergy scores: CSS=38.5, Synergy_ZIP=7.07, Synergy_Bliss=2.84, Synergy_Loewe=-21.1, Synergy_HSA=1.73. (2) Drug 1: C1CCN(CC1)CCOC2=CC=C(C=C2)C(=O)C3=C(SC4=C3C=CC(=C4)O)C5=CC=C(C=C5)O. Drug 2: CC12CCC3C(C1CCC2OP(=O)(O)O)CCC4=C3C=CC(=C4)OC(=O)N(CCCl)CCCl.[Na+]. Cell line: EKVX. Synergy scores: CSS=-1.19, Synergy_ZIP=4.55, Synergy_Bliss=-3.21, Synergy_Loewe=-3.70, Synergy_HSA=-4.34. (3) Drug 1: CN(CC1=CN=C2C(=N1)C(=NC(=N2)N)N)C3=CC=C(C=C3)C(=O)NC(CCC(=O)O)C(=O)O. Drug 2: C1CNP(=O)(OC1)N(CCCl)CCCl. Cell line: HCT-15. Synergy scores: CSS=60.2, Synergy_ZIP=15.5, Synergy_Bliss=11.8, Synergy_Loewe=-18.6, Synergy_HSA=10.4. (4) Drug 1: COC1=CC(=CC(=C1O)OC)C2C3C(COC3=O)C(C4=CC5=C(C=C24)OCO5)OC6C(C(C7C(O6)COC(O7)C8=CC=CS8)O)O. Drug 2: CN(C(=O)NC(C=O)C(C(C(CO)O)O)O)N=O. Cell line: SN12C. Synergy scores: CSS=30.9, Synergy_ZIP=-6.95, Synergy_Bliss=-2.89, Synergy_Loewe=-40.5, Synergy_HSA=-1.02. (5) Drug 1: CC1=C2C(C(=O)C3(C(CC4C(C3C(C(C2(C)C)(CC1OC(=O)C(C(C5=CC=CC=C5)NC(=O)OC(C)(C)C)O)O)OC(=O)C6=CC=CC=C6)(CO4)OC(=O)C)O)C)O. Drug 2: C1CN(CCN1C(=O)CCBr)C(=O)CCBr. Cell line: OVCAR-5. Synergy scores: CSS=43.3, Synergy_ZIP=-8.19, Synergy_Bliss=-9.26, Synergy_Loewe=-17.7, Synergy_HSA=-5.43. (6) Synergy scores: CSS=35.1, Synergy_ZIP=-5.71, Synergy_Bliss=-9.13, Synergy_Loewe=-26.6, Synergy_HSA=-5.37. Cell line: KM12. Drug 1: CN(CC1=CN=C2C(=N1)C(=NC(=N2)N)N)C3=CC=C(C=C3)C(=O)NC(CCC(=O)O)C(=O)O. Drug 2: CC12CCC3C(C1CCC2OP(=O)(O)O)CCC4=C3C=CC(=C4)OC(=O)N(CCCl)CCCl.[Na+].